The task is: Predict the reaction yield, written as a fraction of the theoretical maximum amount of product (1.0 means a 100% yield; for example, 0.34 means a 34% yield).. This data is from Reaction yield outcomes from USPTO patents with 853,638 reactions. (1) The reactants are Cl[CH2:2][CH2:3][CH2:4][C:5]([NH:7][C:8]1[CH:9]=[C:10]([C:18]([O:20][CH3:21])=[O:19])[CH:11]=[C:12]([CH:17]=1)[C:13]([O:15][CH3:16])=[O:14])=[O:6].[H-].[Na+]. The catalyst is CN(C=O)C. The product is [O:6]=[C:5]1[CH2:4][CH2:3][CH2:2][N:7]1[C:8]1[CH:9]=[C:10]([C:18]([O:20][CH3:21])=[O:19])[CH:11]=[C:12]([CH:17]=1)[C:13]([O:15][CH3:16])=[O:14]. The yield is 0.620. (2) The reactants are CC1(C)CO[CH:5]([C:8]2[C:9]3[NH:13][C:12]([C:14]([C:46]4[CH:51]=[CH:50][CH:49]=[CH:48][CH:47]=4)=[C:15]4[N:45]=[C:18]([C:19]([C:39]5[CH:44]=[CH:43][CH:42]=[CH:41][CH:40]=5)=[C:20]5[NH:38][C:23](=[C:24]([CH:30]6OCC(C)(C)C[O:31]6)[C:25]6[CH:26]=[CH:27][C:28]=2[N:29]=6)[CH:22]=[CH:21]5)[CH:17]=[CH:16]4)=[CH:11][CH:10]=3)[O:4]C1.C(O)(C(F)(F)F)=O.O. The catalyst is C(Cl)Cl. The product is [CH:5]([C:8]1[C:9]2[NH:13][C:12]([C:14]([C:46]3[CH:51]=[CH:50][CH:49]=[CH:48][CH:47]=3)=[C:15]3[N:45]=[C:18]([C:19]([C:39]4[CH:40]=[CH:41][CH:42]=[CH:43][CH:44]=4)=[C:20]4[NH:38][C:23](=[C:24]([CH:30]=[O:31])[C:25]5[CH:26]=[CH:27][C:28]=1[N:29]=5)[CH:22]=[CH:21]4)[CH:17]=[CH:16]3)=[CH:11][CH:10]=2)=[O:4]. The yield is 0.880. (3) The reactants are [F:1][C:2]1[CH:3]=[C:4]([N:9]2[CH2:13][C@H:12]([CH2:14][OH:15])[O:11][C:10]2=[O:16])[CH:5]=[CH:6][C:7]=1[I:8].C(N(CC)CC)C.[CH3:24][S:25](Cl)(=[O:27])=[O:26]. The catalyst is C(Cl)Cl. The product is [F:1][C:2]1[CH:3]=[C:4]([N:9]2[CH2:13][C@H:12]([CH2:14][O:15][S:25]([CH3:24])(=[O:27])=[O:26])[O:11][C:10]2=[O:16])[CH:5]=[CH:6][C:7]=1[I:8]. The yield is 0.989. (4) The reactants are [C:1]([N:5]1[C:9](=[O:10])[C:8]([NH:11][CH2:12][CH2:13][CH2:14]O)=[C:7]([C:16]2[CH:21]=[CH:20][CH:19]=[CH:18][CH:17]=2)[S:6]1(=[O:23])=[O:22])([CH3:4])([CH3:3])[CH3:2].CC1C=CC(S([Cl:34])(=O)=O)=CC=1. The catalyst is C(Cl)Cl.CN(C1C=CN=CC=1)C. The product is [C:1]([N:5]1[C:9](=[O:10])[C:8]([NH:11][CH2:12][CH2:13][CH2:14][Cl:34])=[C:7]([C:16]2[CH:21]=[CH:20][CH:19]=[CH:18][CH:17]=2)[S:6]1(=[O:23])=[O:22])([CH3:4])([CH3:3])[CH3:2]. The yield is 0.640.